Dataset: Full USPTO retrosynthesis dataset with 1.9M reactions from patents (1976-2016). Task: Predict the reactants needed to synthesize the given product. (1) Given the product [Cl:11][C:12]1[CH:17]=[CH:16][C:15]([N:18]2[C:19]([CH2:9][N:4]3[CH2:5][C@H:6]([CH3:8])[O:7][C@H:2]([CH3:1])[CH2:3]3)=[N:26][N:25]=[N:24]2)=[CH:14][CH:13]=1, predict the reactants needed to synthesize it. The reactants are: [CH3:1][C@H:2]1[O:7][C@@H:6]([CH3:8])[CH2:5][NH:4][CH2:3]1.[CH2:9]=O.[Cl:11][C:12]1[CH:17]=[CH:16][C:15]([N+:18]#[C-:19])=[CH:14][CH:13]=1.C[Si]([N:24]=[N+:25]=[N-:26])(C)C. (2) Given the product [Cl:1][C:2]1[CH:3]=[CH:4][C:5]([N:8]2[C:12]([CH3:13])=[C:11]([C:14]3[O:15][C:18]([CH:20]4[CH2:21][CH2:22][CH2:23][CH2:24][CH2:25]4)=[CH:17][N:16]=3)[N:10]=[C:9]2[C:26]2[CH:31]=[CH:30][C:29]([Cl:32])=[CH:28][C:27]=2[Cl:33])=[CH:6][CH:7]=1, predict the reactants needed to synthesize it. The reactants are: [Cl:1][C:2]1[CH:7]=[CH:6][C:5]([N:8]2[C:12]([CH3:13])=[C:11]([C:14]([NH:16][CH2:17][C:18]([CH:20]3[CH2:25][CH2:24][CH2:23][CH2:22][CH2:21]3)=O)=[O:15])[N:10]=[C:9]2[C:26]2[CH:31]=[CH:30][C:29]([Cl:32])=[CH:28][C:27]=2[Cl:33])=[CH:4][CH:3]=1.CC[N+](S(N=C(OC)[O-])(=O)=O)(CC)CC.